This data is from Full USPTO retrosynthesis dataset with 1.9M reactions from patents (1976-2016). The task is: Predict the reactants needed to synthesize the given product. (1) Given the product [CH3:57][CH:56]([CH3:58])[C@H:51]([N:46]1[CH2:45][C:44]2[C:48](=[CH:49][C:41]([C:38]3[CH:37]=[CH:36][C:35]([NH:34][C:64](=[O:65])[C:63]4[CH:62]=[C:61]([O:60][CH3:59])[C:69]([O:70][CH3:71])=[C:68]([O:72][CH3:73])[CH:67]=4)=[CH:40][CH:39]=3)=[CH:42][CH:43]=2)[C:47]1=[O:50])[C:52]([O:54][CH3:55])=[O:53], predict the reactants needed to synthesize it. The reactants are: C(NC1C=CC(C2C=C3C(CN([C@@H](C(C)C)C(OC)=O)C3=O)=CC=2)=CC=1)(=O)C1C=CC=CC=1.[NH2:34][C:35]1[CH:40]=[CH:39][C:38]([C:41]2[CH:49]=[C:48]3[C:44]([CH2:45][N:46]([C@@H:51]([CH:56]([CH3:58])[CH3:57])[C:52]([O:54][CH3:55])=[O:53])[C:47]3=[O:50])=[CH:43][CH:42]=2)=[CH:37][CH:36]=1.[CH3:59][O:60][C:61]1[CH:62]=[C:63]([CH:67]=[C:68]([O:72][CH3:73])[C:69]=1[O:70][CH3:71])[C:64](Cl)=[O:65]. (2) Given the product [N:13]1[CH:14]=[CH:15][CH:16]=[CH:17][C:12]=1[S:11][S:7][CH2:8][CH2:9][OH:10], predict the reactants needed to synthesize it. The reactants are: COC(SCl)=O.[SH:7][CH2:8][CH2:9][OH:10].[SH:11][C:12]1[CH:17]=[CH:16][CH:15]=[CH:14][N:13]=1. (3) Given the product [CH3:20][O:15][C:14](=[O:17])[C:4]1[CH:3]=[C:2]([O:26][CH3:25])[CH:10]=[CH:6][C:5]=1[N+:11]([O-:13])=[O:12], predict the reactants needed to synthesize it. The reactants are: O[C:2]1[CH:3]=[CH:4][C:5]([N+:11]([O-:13])=[O:12])=[C:6]([CH:10]=1)C(O)=O.[C:14](=[O:17])([O-])[O-:15].[K+].[K+].[CH3:20]I.CN([CH:25]=[O:26])C. (4) Given the product [OH:7][CH2:8][CH2:9][CH2:10][C:11]1[CH:12]=[CH:13][C:14]([C:17]2[CH:18]=[C:19]([C:37]3[CH:42]=[CH:41][C:40]([CH2:43][CH2:44][CH2:45][OH:46])=[CH:39][CH:38]=3)[CH:20]=[C:21]([C:23]3[CH:28]=[CH:27][C:26]([OH:29])=[CH:25][CH:24]=3)[CH:22]=2)=[CH:15][CH:16]=1, predict the reactants needed to synthesize it. The reactants are: COCCOC[O:7][CH2:8][CH2:9][CH2:10][C:11]1[CH:16]=[CH:15][C:14]([C:17]2[CH:22]=[C:21]([C:23]3[CH:28]=[CH:27][C:26]([O:29]CC4C=CC=CC=4)=[CH:25][CH:24]=3)[CH:20]=[C:19]([C:37]3[CH:42]=[CH:41][C:40]([CH2:43][CH2:44][CH2:45][O:46]COCCOC)=[CH:39][CH:38]=3)[CH:18]=2)=[CH:13][CH:12]=1. (5) The reactants are: [CH2:1]([C:3]1[CH:8]=[CH:7][CH:6]=[C:5](OC)[C:4]=1/[CH:11]=[N:12]/[CH:13]([CH:17]([CH3:19])[CH3:18])[CH:14]([CH3:16])[CH3:15])[CH3:2].[CH:20]([Li])([CH3:22])[CH3:21]. Given the product [CH2:1]([C:3]1[CH:8]=[CH:7][CH:6]=[C:5]([CH:20]([CH3:22])[CH3:21])[C:4]=1/[CH:11]=[N:12]/[CH:13]([CH:17]([CH3:19])[CH3:18])[CH:14]([CH3:16])[CH3:15])[CH3:2], predict the reactants needed to synthesize it.